From a dataset of Forward reaction prediction with 1.9M reactions from USPTO patents (1976-2016). Predict the product of the given reaction. (1) Given the reactants [C:1]([C:3]1[CH:8]=[CH:7][C:6]([C:9]2[N:13]3[CH:14]=[C:15]([C:18]4[CH:40]=[CH:39][C:21]([C:22]([N:24]5[CH2:29][CH2:28][C:27]([NH:31]C(=O)OC(C)(C)C)([CH3:30])[CH2:26][CH2:25]5)=[O:23])=[CH:20][CH:19]=4)[CH:16]=[CH:17][C:12]3=[N:11][CH:10]=2)=[CH:5][CH:4]=1)#[N:2].C(O)(C(F)(F)F)=O, predict the reaction product. The product is: [NH2:31][C:27]1([CH3:30])[CH2:26][CH2:25][N:24]([C:22]([C:21]2[CH:39]=[CH:40][C:18]([C:15]3[CH:16]=[CH:17][C:12]4[N:13]([C:9]([C:6]5[CH:5]=[CH:4][C:3]([C:1]#[N:2])=[CH:8][CH:7]=5)=[CH:10][N:11]=4)[CH:14]=3)=[CH:19][CH:20]=2)=[O:23])[CH2:29][CH2:28]1. (2) Given the reactants C1([SiH3])C=CC=CC=1.[C:8]([O:12][C:13]([N:15]([CH2:31][C@@H:32]1[CH:36]=[CH:35][CH2:34][N:33]1[C:37](=[O:44])[C:38]1[CH:43]=[CH:42][CH:41]=[CH:40][CH:39]=1)[NH:16][C:17](=[O:30])[C@@H:18]([NH:23]C(OCC=C)=O)[CH2:19][CH:20]([CH3:22])[CH3:21])=[O:14])([CH3:11])([CH3:10])[CH3:9], predict the reaction product. The product is: [C:8]([O:12][C:13]([N:15]([CH2:31][C@@H:32]1[CH:36]=[CH:35][CH2:34][N:33]1[C:37](=[O:44])[C:38]1[CH:39]=[CH:40][CH:41]=[CH:42][CH:43]=1)[NH:16][C:17](=[O:30])[C@@H:18]([NH2:23])[CH2:19][CH:20]([CH3:22])[CH3:21])=[O:14])([CH3:10])([CH3:11])[CH3:9]. (3) The product is: [Br:22][C:19]1[CH:20]=[CH:21][C:13]2[C:12]3[N:9]=[C:7]([NH:6][C:3]([CH3:5])([CH3:4])[CH2:2][OH:1])[S:8][C:11]=3[CH2:17][CH2:16][O:15][C:14]=2[CH:18]=1. Given the reactants [OH:1][CH2:2][C:3]([NH:6][C:7]([NH2:9])=[S:8])([CH3:5])[CH3:4].Br[CH:11]1[CH2:17][CH2:16][O:15][C:14]2[CH:18]=[C:19]([Br:22])[CH:20]=[CH:21][C:13]=2[C:12]1=O, predict the reaction product. (4) Given the reactants C(N(CC)CC)C.[CH3:8][S:9](Cl)(=[O:11])=[O:10].[CH2:13]1[O:19][CH2:18][C@@H:16]([OH:17])[C@H:14]1[OH:15], predict the reaction product. The product is: [CH3:8][S:9]([O:15][C@H:14]1[C@@H:16]([O:17][S:9]([CH3:8])(=[O:11])=[O:10])[CH2:18][O:19][CH2:13]1)(=[O:11])=[O:10]. (5) Given the reactants [C:1]([O:11][CH2:12][CH3:13])(=[O:10])[C@@H:2]([C:4]1[CH:9]=[CH:8][CH:7]=[CH:6][CH:5]=1)[OH:3].[C:28]1(C)[CH:29]=[CH:30]C(S([O-])(=[O:21])=[O:21])=[CH:26][CH:27]=1.[NH+]1[CH:30]=[CH:29][CH:28]=[CH:27][CH:26]=1, predict the reaction product. The product is: [CH2:12]([O:11][C:1](=[O:10])[C@H:2]([O:3][CH:30]1[CH2:29][CH2:28][CH2:27][CH2:26][O:21]1)[C:4]1[CH:9]=[CH:8][CH:7]=[CH:6][CH:5]=1)[CH3:13].